Predict the product of the given reaction. From a dataset of Forward reaction prediction with 1.9M reactions from USPTO patents (1976-2016). Given the reactants [Li]CCCC.Br[C:7]1[CH:12]=[CH:11][N:10]=[CH:9][CH:8]=1.[O:13]1[C:17]2([CH2:22][CH2:21][C:20](=[O:23])[CH2:19][CH2:18]2)[O:16][CH2:15][CH2:14]1.O, predict the reaction product. The product is: [N:10]1[CH:11]=[CH:12][C:7]([C:20]2([OH:23])[CH2:21][CH2:22][C:17]3([O:16][CH2:15][CH2:14][O:13]3)[CH2:18][CH2:19]2)=[CH:8][CH:9]=1.